This data is from hERG Central: cardiac toxicity at 1µM, 10µM, and general inhibition. The task is: Predict hERG channel inhibition at various concentrations. The drug is O=C(Nc1ccccc1N1CCOCC1)c1ccc(Cl)c(S(=O)(=O)NCc2ccco2)c1. Results: hERG_inhib (hERG inhibition (general)): blocker.